This data is from Peptide-MHC class II binding affinity with 134,281 pairs from IEDB. The task is: Regression. Given a peptide amino acid sequence and an MHC pseudo amino acid sequence, predict their binding affinity value. This is MHC class II binding data. (1) The peptide sequence is AASDFWGGAGSAACQ. The MHC is DRB1_0405 with pseudo-sequence DRB1_0405. The binding affinity (normalized) is 0.169. (2) The peptide sequence is KKTLRLPKMLETEIV. The MHC is DRB1_1201 with pseudo-sequence DRB1_1201. The binding affinity (normalized) is 0.316. (3) The peptide sequence is TPDVSFFDSSFAPYL. The MHC is DRB1_1101 with pseudo-sequence DRB1_1101. The binding affinity (normalized) is 0. (4) The peptide sequence is VLMEWLKTRPILSPLTKGIL. The MHC is HLA-DPA10201-DPB11401 with pseudo-sequence HLA-DPA10201-DPB11401. The binding affinity (normalized) is 0.638. (5) The peptide sequence is TDDNEEPIAAYHFDL. The MHC is HLA-DPA10301-DPB10402 with pseudo-sequence HLA-DPA10301-DPB10402. The binding affinity (normalized) is 0.260. (6) The peptide sequence is LVSKLYEVVPGILTE. The MHC is HLA-DQA10102-DQB10602 with pseudo-sequence HLA-DQA10102-DQB10602. The binding affinity (normalized) is 0.457. (7) The peptide sequence is KTMAVCTNAKVTAKG. The MHC is DRB1_0701 with pseudo-sequence DRB1_0701. The binding affinity (normalized) is 0.346. (8) The peptide sequence is AKDVIPEGWKADTAY. The MHC is HLA-DPA10301-DPB10402 with pseudo-sequence HLA-DPA10301-DPB10402. The binding affinity (normalized) is 0.0952. (9) The MHC is DRB1_0401 with pseudo-sequence DRB1_0401. The binding affinity (normalized) is 0. The peptide sequence is LSVTEQSEFYFPRAP. (10) The peptide sequence is TKVTFHVVGVGPLLH. The MHC is DRB1_1501 with pseudo-sequence DRB1_1501. The binding affinity (normalized) is 0.566.